The task is: Predict the reactants needed to synthesize the given product.. This data is from Full USPTO retrosynthesis dataset with 1.9M reactions from patents (1976-2016). (1) Given the product [CH2:18]([C:10]1[C:9]([O:8][C:6]2[CH:5]=[CH:4][N:3]=[C:2]([C:24]3[CH:23]=[N:22][N:21]([CH3:20])[CH:25]=3)[CH:7]=2)=[CH:14][CH:13]=[C:12]([N+:15]([O-:17])=[O:16])[N:11]=1)[CH3:19], predict the reactants needed to synthesize it. The reactants are: Cl[C:2]1[CH:7]=[C:6]([O:8][C:9]2[C:10]([CH2:18][CH3:19])=[N:11][C:12]([N+:15]([O-:17])=[O:16])=[CH:13][CH:14]=2)[CH:5]=[CH:4][N:3]=1.[CH3:20][N:21]1[CH:25]=[C:24](B2OC(C)(C)C(C)(C)O2)[CH:23]=[N:22]1.C([O-])([O-])=O.[K+].[K+].CCOC(C)=O. (2) Given the product [NH2:30][C:31]1[S:35][C:34]([C:36]2[CH:41]=[CH:40][CH:39]=[CH:38][C:37]=2[F:42])=[N:33][C:32]=1[C:43]([NH:1][C:2]1[CH:3]=[N:4][N:5]([CH3:22])[C:6]=1[NH:7][CH2:8][CH:9]1[CH2:10][CH2:11][NH:12][CH2:13][CH2:14]1)=[O:44], predict the reactants needed to synthesize it. The reactants are: [NH2:1][C:2]1[CH:3]=[N:4][N:5]([CH3:22])[C:6]=1[NH:7][CH2:8][CH:9]1[CH2:14][CH2:13][N:12](C(OC(C)(C)C)=O)[CH2:11][CH2:10]1.C(OC([NH:30][C:31]1[S:35][C:34]([C:36]2[CH:41]=[CH:40][CH:39]=[CH:38][C:37]=2[F:42])=[N:33][C:32]=1[C:43](O)=[O:44])=O)(C)(C)C.CN(C(ON1N=NC2C=CC=NC1=2)=[N+](C)C)C.F[P-](F)(F)(F)(F)F. (3) Given the product [ClH:27].[OH:18][C@@H:14]1[C@H:13]([OH:19])[C@@H:12]2[CH2:17][CH2:16][C@H:15]1[C@@H:10]([C:8]([N:4]1[CH2:5][CH2:6][CH2:7][C@H:3]1[C:1]#[N:2])=[O:9])[NH:11]2, predict the reactants needed to synthesize it. The reactants are: [C:1]([C@@H:3]1[CH2:7][CH2:6][CH2:5][N:4]1[C:8]([C@@H:10]1[C@@H:15]2[CH2:16][CH2:17][C@@H:12]([C@@H:13]([OH:19])[C@H:14]2[OH:18])[N:11]1C(OC(C)(C)C)=O)=[O:9])#[N:2].[ClH:27]. (4) Given the product [Br:36][CH2:10][C:7]1[CH:8]=[CH:9][C:4]([N+:1]([O-:3])=[O:2])=[C:5]([O:12][CH2:13][CH2:14][CH3:15])[CH:6]=1, predict the reactants needed to synthesize it. The reactants are: [N+:1]([C:4]1[CH:9]=[CH:8][C:7]([CH2:10]O)=[CH:6][C:5]=1[O:12][CH2:13][CH2:14][CH3:15])([O-:3])=[O:2].C1(P(C2C=CC=CC=2)C2C=CC=CC=2)C=CC=CC=1.C(Br)(Br)(Br)[Br:36]. (5) Given the product [C:5]([C:4]1[CH:7]=[CH:8][C:9]([O:11][CH:12]2[CH2:13][CH2:14][N:15]([C:18]([O:20][C:21]([CH3:24])([CH3:23])[CH3:22])=[O:19])[CH2:16][CH2:17]2)=[C:2]([F:1])[CH:3]=1)#[N:6], predict the reactants needed to synthesize it. The reactants are: [F:1][C:2]1[CH:3]=[C:4]([CH:7]=[CH:8][C:9]=1F)[C:5]#[N:6].[OH:11][CH:12]1[CH2:17][CH2:16][N:15]([C:18]([O:20][C:21]([CH3:24])([CH3:23])[CH3:22])=[O:19])[CH2:14][CH2:13]1.[H-].[Na+].